This data is from Reaction yield outcomes from USPTO patents with 853,638 reactions. The task is: Predict the reaction yield, written as a fraction of the theoretical maximum amount of product (1.0 means a 100% yield; for example, 0.34 means a 34% yield). The reactants are [CH2:1]([O:3][C:4]1[CH:5]=[C:6]([CH:10]=[CH:11][C:12]=1[O:13][CH2:14][CH3:15])[C:7]([OH:9])=O)[CH3:2].CC[N:18]=[C:19]=[N:20]CCCN(C)C.[CH:27]1[CH:28]=[CH:29][C:30]2N(O)N=[N:33][C:31]=2[CH:32]=1.[O:37]1CCO[CH2:39][CH2:38]1. No catalyst specified. The product is [CH2:1]([O:3][C:4]1[CH:5]=[C:6]([C:7]2[O:9][N:18]=[C:19]([C:27]3[CH:32]=[C:31]4[C:30]([CH2:39][C:38](=[O:37])[NH:33]4)=[CH:29][CH:28]=3)[N:20]=2)[CH:10]=[CH:11][C:12]=1[O:13][CH2:14][CH3:15])[CH3:2]. The yield is 0.500.